From a dataset of Peptide-MHC class I binding affinity with 185,985 pairs from IEDB/IMGT. Regression. Given a peptide amino acid sequence and an MHC pseudo amino acid sequence, predict their binding affinity value. This is MHC class I binding data. The peptide sequence is TPINIFGRNLL. The MHC is HLA-B27:05 with pseudo-sequence HLA-B27:05. The binding affinity (normalized) is 0.